This data is from Full USPTO retrosynthesis dataset with 1.9M reactions from patents (1976-2016). The task is: Predict the reactants needed to synthesize the given product. Given the product [CH:1]([N:14]1[CH2:19][CH2:18][N:17]([NH:20][C:21]([CH:23]2[CH2:28][N:27]([C:49](=[O:55])[CH2:50][CH2:51][CH2:52][CH2:53][CH3:54])[CH2:26][CH2:25][N:24]2[S:29]([C:32]2[CH:37]=[CH:36][C:35]([O:38][CH3:39])=[C:34]([O:40][CH3:41])[CH:33]=2)(=[O:31])=[O:30])=[O:22])[CH2:16][CH2:15]1)([C:2]1[CH:7]=[CH:6][CH:5]=[CH:4][CH:3]=1)[C:8]1[CH:13]=[CH:12][CH:11]=[CH:10][CH:9]=1, predict the reactants needed to synthesize it. The reactants are: [CH:1]([N:14]1[CH2:19][CH2:18][N:17]([NH:20][C:21]([CH:23]2[CH2:28][NH:27][CH2:26][CH2:25][N:24]2[S:29]([C:32]2[CH:37]=[CH:36][C:35]([O:38][CH3:39])=[C:34]([O:40][CH3:41])[CH:33]=2)(=[O:31])=[O:30])=[O:22])[CH2:16][CH2:15]1)([C:8]1[CH:13]=[CH:12][CH:11]=[CH:10][CH:9]=1)[C:2]1[CH:7]=[CH:6][CH:5]=[CH:4][CH:3]=1.C(N(CC)CC)C.[C:49](Cl)(=[O:55])[CH2:50][CH2:51][CH2:52][CH2:53][CH3:54].